Task: Predict the reaction yield, written as a fraction of the theoretical maximum amount of product (1.0 means a 100% yield; for example, 0.34 means a 34% yield).. Dataset: Reaction yield outcomes from USPTO patents with 853,638 reactions (1) The reactants are [H-].[Na+].[C:3]([C:7]1[CH:12]=[C:11]([CH3:13])[CH:10]=[CH:9][C:8]=1[OH:14])([CH3:6])([CH3:5])[CH3:4].[CH2:15]([O:17][P:18](Cl)(=[O:22])[O:19][CH2:20][CH3:21])[CH3:16]. The catalyst is C1COCC1. The product is [P:18]([O:19][CH2:20][CH3:21])([O:17][CH2:15][CH3:16])([O:14][C:8]1[CH:9]=[CH:10][C:11]([CH3:13])=[CH:12][C:7]=1[C:3]([CH3:6])([CH3:5])[CH3:4])=[O:22]. The yield is 1.00. (2) The reactants are [Br:1][C:2]1[CH:7]=[N:6][C:5](I)=[CH:4][N:3]=1.[C:9]1([C:15]#[CH:16])[CH:14]=[CH:13][CH:12]=[CH:11][CH:10]=1.C(N(CC)CC)C.C1(P(C2C=CC=CC=2)C2C=CC=CC=2)C=CC=CC=1. The catalyst is C1COCC1.C(OCC)(=O)C.C1C=CC(P(C2C=CC=CC=2)C2C=CC=CC=2)=CC=1.C1C=CC(P(C2C=CC=CC=2)C2C=CC=CC=2)=CC=1.Cl[Pd]Cl.[Cu]I. The product is [Br:1][C:2]1[CH:7]=[N:6][C:5]([C:16]#[C:15][C:9]2[CH:14]=[CH:13][CH:12]=[CH:11][CH:10]=2)=[CH:4][N:3]=1. The yield is 0.230. (3) The reactants are [Cl:1][C:2]1[N:3]([CH2:10][C@@:11]([OH:15])([CH3:14])[CH2:12][OH:13])[CH:4]=[C:5]([N+:7]([O-:9])=[O:8])[N:6]=1.[CH3:16][S:17](Cl)(=[O:19])=[O:18].Cl. The catalyst is N1C=CC=CC=1. The product is [Cl:1][C:2]1[N:3]([CH2:10][C@@:11]([OH:15])([CH3:14])[CH2:12][O:13][S:17]([CH3:16])(=[O:19])=[O:18])[CH:4]=[C:5]([N+:7]([O-:9])=[O:8])[N:6]=1. The yield is 0.570. (4) The reactants are [Cl:1][C:2]1[C:7]([C:8]([NH:10][C:11]2[CH:16]=[CH:15][C:14]([S:17](=[O:21])(=[O:20])[NH:18][CH3:19])=[CH:13][CH:12]=2)=[O:9])=[C:6](Cl)[N:5]=[CH:4][N:3]=1.[NH3:23]. The product is [NH2:23][C:6]1[C:7]([C:8]([NH:10][C:11]2[CH:16]=[CH:15][C:14]([S:17](=[O:21])(=[O:20])[NH:18][CH3:19])=[CH:13][CH:12]=2)=[O:9])=[C:2]([Cl:1])[N:3]=[CH:4][N:5]=1. The yield is 0.800. The catalyst is O1CCOCC1. (5) The reactants are Br[C:2]1[CH:3]=[C:4]([N:22]([CH:28]2[CH2:33][CH2:32][O:31][CH2:30][CH2:29]2)[CH2:23][C:24]([F:27])([F:26])[F:25])[C:5]([CH3:21])=[C:6]([CH:20]=1)[C:7]([NH:9][CH2:10][C:11]1[C:12](=[O:19])[NH:13][C:14]([CH3:18])=[CH:15][C:16]=1[CH3:17])=[O:8].CC1(C)C(C)(C)OB([C:42]2[CH:54]=[CH:53][C:45]([CH2:46][N:47]3[CH2:52][CH2:51][O:50][CH2:49][CH2:48]3)=[CH:44][CH:43]=2)O1.C([O-])([O-])=O.[Na+].[Na+]. The catalyst is O1CCOCC1.O.[Pd].C1(P(C2C=CC=CC=2)C2C=CC=CC=2)C=CC=CC=1. The product is [CH3:17][C:16]1[CH:15]=[C:14]([CH3:18])[NH:13][C:12](=[O:19])[C:11]=1[CH2:10][NH:9][C:7]([C:6]1[CH:20]=[C:2]([C:42]2[CH:43]=[CH:44][C:45]([CH2:46][N:47]3[CH2:52][CH2:51][O:50][CH2:49][CH2:48]3)=[CH:53][CH:54]=2)[CH:3]=[C:4]([N:22]([CH:28]2[CH2:33][CH2:32][O:31][CH2:30][CH2:29]2)[CH2:23][C:24]([F:27])([F:26])[F:25])[C:5]=1[CH3:21])=[O:8]. The yield is 0.820. (6) The reactants are Br[C:2]1[CH:3]=[C:4]([NH:10][C:11]2[S:12][C:13]([CH3:16])=[N:14][N:15]=2)[C:5](=[O:9])[N:6]([CH3:8])[CH:7]=1.[C:17]([O:20][CH2:21][C:22]1[C:23]([N:37]2[CH2:48][CH2:47][N:46]3[C:39](=[CH:40][C:41]4[CH2:42][C:43]([CH3:50])([CH3:49])[CH2:44][C:45]=43)[C:38]2=[O:51])=[N:24][CH:25]=[CH:26][C:27]=1B1OC(C)(C)C(C)(C)O1)(=[O:19])[CH3:18].[O-]P([O-])([O-])=O.[K+].[K+].[K+].C([O-])(=O)C.[Na+]. The catalyst is C1C=CC(P(C2C=CC=CC=2)[C-]2C=CC=C2)=CC=1.C1C=CC(P(C2C=CC=CC=2)[C-]2C=CC=C2)=CC=1.Cl[Pd]Cl.[Fe+2].O.C(#N)C. The product is [C:17]([O:20][CH2:21][C:22]1[C:23]([N:37]2[CH2:48][CH2:47][N:46]3[C:39](=[CH:40][C:41]4[CH2:42][C:43]([CH3:50])([CH3:49])[CH2:44][C:45]=43)[C:38]2=[O:51])=[N:24][CH:25]=[CH:26][C:27]=1[C:2]1[CH:3]=[C:4]([NH:10][C:11]2[S:12][C:13]([CH3:16])=[N:14][N:15]=2)[C:5](=[O:9])[N:6]([CH3:8])[CH:7]=1)(=[O:19])[CH3:18]. The yield is 0.280. (7) The reactants are [CH2:1]([C:8]1[CH:13]=[CH:12][C:11]([CH2:14][CH2:15][N+:16]([O-:18])=O)=[CH:10][N:9]=1)[C:2]1[CH:7]=[CH:6][CH:5]=[CH:4][CH:3]=1.CO.C[O-].[Li+].C(Cl)[Cl:25]. The catalyst is O1CCCC1.[Ti](Cl)(Cl)(Cl)Cl. The product is [CH2:1]([C:8]1[N:9]=[CH:10][C:11]([CH2:14][C:15]([Cl:25])=[N:16][OH:18])=[CH:12][CH:13]=1)[C:2]1[CH:7]=[CH:6][CH:5]=[CH:4][CH:3]=1. The yield is 0.630. (8) The reactants are [C:1]1([S:7]([CH2:10][CH2:11][N:12]2[CH2:16][CH2:15][CH2:14][C@H:13]2[C:17]([O:19]CC2C=CC=CC=2)=[O:18])(=[O:9])=[O:8])[CH:6]=[CH:5][CH:4]=[CH:3][CH:2]=1. The catalyst is O.CO.[Pd]. The product is [C:1]1([S:7]([CH2:10][CH2:11][N:12]2[CH2:16][CH2:15][CH2:14][C@H:13]2[C:17]([OH:19])=[O:18])(=[O:9])=[O:8])[CH:2]=[CH:3][CH:4]=[CH:5][CH:6]=1. The yield is 0.950.